From a dataset of Experimental lipophilicity measurements (octanol/water distribution) for 4,200 compounds from AstraZeneca. Regression/Classification. Given a drug SMILES string, predict its absorption, distribution, metabolism, or excretion properties. Task type varies by dataset: regression for continuous measurements (e.g., permeability, clearance, half-life) or binary classification for categorical outcomes (e.g., BBB penetration, CYP inhibition). For this dataset (lipophilicity_astrazeneca), we predict Y. (1) The drug is CNc1c(Br)cnc2[nH]c(-c3ccc(O)cc3)nc12. The Y is 2.47 logD. (2) The molecule is CNc1ccc(-c2nc3ccc(O)cc3s2)cc1. The Y is 3.50 logD.